This data is from Catalyst prediction with 721,799 reactions and 888 catalyst types from USPTO. The task is: Predict which catalyst facilitates the given reaction. (1) Reactant: I[C:2]1[N:7]2[N:8]=[C:9]([S:19][CH3:20])[C:10]([NH:11][C:12](=[O:18])[O:13][C:14]([CH3:17])([CH3:16])[CH3:15])=[C:6]2[CH:5]=[CH:4][CH:3]=1.[CH3:21][C:22]1[CH:27]=[C:26]([CH3:28])[C:25](OB(O)O)=[C:24]([O:33][CH3:34])[CH:23]=1.O.O.O.O.O.O.O.O.[OH-].[Ba+2].[OH-].C(OCC)(=O)C. Product: [CH3:34][O:33][C:24]1[CH:25]=[C:26]([CH3:28])[CH:27]=[C:22]([CH3:21])[C:23]=1[C:2]1[N:7]2[N:8]=[C:9]([S:19][CH3:20])[C:10]([NH:11][C:12](=[O:18])[O:13][C:14]([CH3:17])([CH3:16])[CH3:15])=[C:6]2[CH:5]=[CH:4][CH:3]=1. The catalyst class is: 108. (2) Reactant: Cl[C:2]1[N:7]=[C:6]([N:8]2[CH2:13][CH2:12][O:11][CH2:10][CH2:9]2)[C:5]([C:14]2[CH:15]=[C:16](/[CH:20]=[CH:21]/[C:22]([O-:24])=[O:23])[CH:17]=[CH:18][CH:19]=2)=[CH:4][N:3]=1.[NH:25]1[C:33]2[C:28](=[CH:29][CH:30]=[CH:31][C:32]=2[NH2:34])[CH:27]=[CH:26]1.[CH:35]1(P(C2CCCCC2)C2C=CC=CC=2C2C(C(C)C)=CC(C(C)C)=CC=2C(C)C)CCCC[CH2:36]1.C(=O)([O-])[O-].[Na+].[Na+]. Product: [NH:25]1[C:33]2[C:28](=[CH:29][CH:30]=[CH:31][C:32]=2[NH:34][C:2]2[N:7]=[C:6]([N:8]3[CH2:13][CH2:12][O:11][CH2:10][CH2:9]3)[C:5]([C:14]3[CH:15]=[C:16](/[CH:20]=[CH:21]/[C:22]([O:24][CH2:35][CH3:36])=[O:23])[CH:17]=[CH:18][CH:19]=3)=[CH:4][N:3]=2)[CH:27]=[CH:26]1. The catalyst class is: 47. (3) Reactant: CN([CH:4]=[N:5][C:6]1[CH:15]=[C:14]([O:16][CH2:17][CH3:18])[C:13]([N+:19]([O-:21])=[O:20])=[CH:12][C:7]=1[C:8]([O:10][CH3:11])=[O:9])C.[C:22]([O:26][C:27](=[O:31])[CH2:28][C:29]#[N:30])([CH3:25])([CH3:24])[CH3:23]. Product: [C:22]([O:26][C:27](=[O:31])[C:28]([C:29]#[N:30])=[CH:4][NH:5][C:6]1[CH:15]=[C:14]([O:16][CH2:17][CH3:18])[C:13]([N+:19]([O-:21])=[O:20])=[CH:12][C:7]=1[C:8]([O:10][CH3:11])=[O:9])([CH3:25])([CH3:24])[CH3:23]. The catalyst class is: 107. (4) Product: [F:27][C:28]([F:41])([F:40])[S:29]([O:1][C:2]1[CH:11]=[C:10]2[C:5]([CH2:6][CH2:7][N:8]([C:12]([O:14][C:15]([CH3:18])([CH3:17])[CH3:16])=[O:13])[CH2:9]2)=[CH:4][CH:3]=1)(=[O:31])=[O:30]. The catalyst class is: 4. Reactant: [OH:1][C:2]1[CH:11]=[C:10]2[C:5]([CH2:6][CH2:7][N:8]([C:12]([O:14][C:15]([CH3:18])([CH3:17])[CH3:16])=[O:13])[CH2:9]2)=[CH:4][CH:3]=1.N1C(C)=CC=CC=1C.[F:27][C:28]([F:41])([F:40])[S:29](O[S:29]([C:28]([F:41])([F:40])[F:27])(=[O:31])=[O:30])(=[O:31])=[O:30].Cl. (5) Product: [Cl:20][C:15]1[CH:14]=[C:13]([CH:11]2[CH2:12][NH:8][CH2:9][CH:10]2[CH:21]([O:23][C:24]2[CH:29]=[CH:28][C:27]([C:30]([F:33])([F:31])[F:32])=[CH:26][N:25]=2)[CH3:22])[CH:18]=[CH:17][C:16]=1[Cl:19]. Reactant: C([N:8]1[CH2:12][CH:11]([C:13]2[CH:18]=[CH:17][C:16]([Cl:19])=[C:15]([Cl:20])[CH:14]=2)[CH:10]([CH:21]([O:23][C:24]2[CH:29]=[CH:28][C:27]([C:30]([F:33])([F:32])[F:31])=[CH:26][N:25]=2)[CH3:22])[CH2:9]1)C1C=CC=CC=1.ClC(OC(Cl)C)=O.CCN(C(C)C)C(C)C. The catalyst class is: 11. (6) Reactant: [F:1][CH:2]([F:29])[C:3]12[CH2:10][CH2:9][C:6]([C:11]3[N:16]=[CH:15][N:14]=[C:13]([CH2:17][N:18]4C(=O)C5C(=CC=CC=5)C4=O)[CH:12]=3)([CH2:7][CH2:8]1)[CH2:5][CH2:4]2.O.NN. Product: [F:29][CH:2]([F:1])[C:3]12[CH2:4][CH2:5][C:6]([C:11]3[N:16]=[CH:15][N:14]=[C:13]([CH2:17][NH2:18])[CH:12]=3)([CH2:7][CH2:8]1)[CH2:9][CH2:10]2. The catalyst class is: 5.